From a dataset of Forward reaction prediction with 1.9M reactions from USPTO patents (1976-2016). Predict the product of the given reaction. (1) Given the reactants [CH2:1]([O:8][C:9]1[CH:16]=[CH:15][CH:14]=[CH:13][C:10]=1[C:11]#[N:12])[C:2]1[CH:7]=[CH:6][CH:5]=[CH:4][CH:3]=1.[CH2:17]([Mg]Br)[CH3:18].B(F)(F)F.CCOCC, predict the reaction product. The product is: [CH2:1]([O:8][C:9]1[CH:16]=[CH:15][CH:14]=[CH:13][C:10]=1[C:11]1([NH2:12])[CH2:18][CH2:17]1)[C:2]1[CH:3]=[CH:4][CH:5]=[CH:6][CH:7]=1. (2) Given the reactants C1(P(C2C=CC=CC=2)C2C=CC=CC=2)C=CC=CC=1.C(Cl)Cl.[Br:23]Br.[CH3:25][CH:26]([CH3:36])[CH2:27][CH:28](O)[CH2:29][C:30]([O:32][CH2:33][CH3:34])=[O:31], predict the reaction product. The product is: [CH3:25][CH:26]([CH3:36])[CH2:27][CH:28]([Br:23])[CH2:29][C:30]([O:32][CH2:33][CH3:34])=[O:31]. (3) Given the reactants [CH3:1][C@@H:2]1[CH2:8][NH:7][CH2:6][C:5]2[CH:9]=[CH:10][C:11]([C:13]([O:15][CH3:16])=[O:14])=[CH:12][C:4]=2[O:3]1.[H-].[Na+].Br[CH2:20][C:21]1[CH:26]=[CH:25][C:24]([O:27][CH3:28])=[CH:23][CH:22]=1, predict the reaction product. The product is: [CH3:28][O:27][C:24]1[CH:25]=[CH:26][C:21]([CH2:20][N:7]2[CH2:6][C:5]3[CH:9]=[CH:10][C:11]([C:13]([O:15][CH3:16])=[O:14])=[CH:12][C:4]=3[O:3][C@H:2]([CH3:1])[CH2:8]2)=[CH:22][CH:23]=1. (4) Given the reactants [N:1]1[C:10]2[C:5](=[CH:6][CH:7]=[CH:8][CH:9]=2)[C:4]([O:11][C:12]2[CH:13]=[C:14]([NH2:19])[C:15]([NH2:18])=[CH:16][CH:17]=2)=[CH:3][CH:2]=1.[N:20]([C:23]1[CH:28]=[CH:27][C:26]([C:29]([F:32])([F:31])[F:30])=[CH:25][CH:24]=1)=[C:21]=S.C(Cl)CCl, predict the reaction product. The product is: [N:1]1[C:10]2[C:5](=[CH:6][CH:7]=[CH:8][CH:9]=2)[C:4]([O:11][C:12]2[CH:17]=[CH:16][C:15]3[NH:18][C:21]([NH:20][C:23]4[CH:24]=[CH:25][C:26]([C:29]([F:30])([F:31])[F:32])=[CH:27][CH:28]=4)=[N:19][C:14]=3[CH:13]=2)=[CH:3][CH:2]=1. (5) Given the reactants [CH3:1][N:2]1[C@@H:7]2[C@@H:8]3[O:10][C@@H:9]3[C@H:3]1[CH2:4][CH:5]([O:11]C([C@@H](C1C=CC=CC=1)CO)=O)[CH2:6]2.Br.C(=O)([O-])[O-].[K+].[K+], predict the reaction product. The product is: [CH3:1][N:2]1[C@@H:7]2[C@@H:8]3[O:10][C@@H:9]3[C@H:3]1[CH2:4][CH:5]([OH:11])[CH2:6]2.